This data is from Reaction yield outcomes from USPTO patents with 853,638 reactions. The task is: Predict the reaction yield, written as a fraction of the theoretical maximum amount of product (1.0 means a 100% yield; for example, 0.34 means a 34% yield). (1) The reactants are [H-].[Li+].[Al+3].[H-].[H-].[H-].[CH2:7]([O:11][C:12]1[N:20]=[C:19]2[C:15]([N:16]=[CH:17][N:18]2[CH2:21][CH2:22][C:23]2[CH:28]=[CH:27][CH:26]=[C:25]([C:29](OC)=[O:30])[CH:24]=2)=[C:14]([NH2:33])[N:13]=1)[CH2:8][CH2:9][CH3:10].O.[OH-].[Na+]. The catalyst is C1COCC1. The product is [CH2:7]([O:11][C:12]1[N:20]=[C:19]2[C:15]([N:16]=[CH:17][N:18]2[CH2:21][CH2:22][C:23]2[CH:28]=[CH:27][CH:26]=[C:25]([CH2:29][OH:30])[CH:24]=2)=[C:14]([NH2:33])[N:13]=1)[CH2:8][CH2:9][CH3:10]. The yield is 0.680. (2) No catalyst specified. The product is [C:23]([C:22]1[CH:21]=[CH:20][C:19]([O:18][CH3:17])=[C:26]([C:2]2[CH:16]=[CH:15][CH:14]=[C:4]([CH2:5][NH:6][C:7](=[O:13])[O:8][C:9]([CH3:12])([CH3:11])[CH3:10])[CH:3]=2)[CH:25]=1)#[N:24]. The reactants are Br[C:2]1[CH:3]=[C:4]([CH:14]=[CH:15][CH:16]=1)[CH2:5][NH:6][C:7](=[O:13])[O:8][C:9]([CH3:12])([CH3:11])[CH3:10].[CH3:17][O:18][C:19]1[CH:26]=[CH:25][C:22]([C:23]#[N:24])=[CH:21][C:20]=1B1OC(C)(C)C(C)(C)O1. The yield is 0.680.